This data is from NCI-60 drug combinations with 297,098 pairs across 59 cell lines. The task is: Regression. Given two drug SMILES strings and cell line genomic features, predict the synergy score measuring deviation from expected non-interaction effect. (1) Drug 1: CC1CCC2CC(C(=CC=CC=CC(CC(C(=O)C(C(C(=CC(C(=O)CC(OC(=O)C3CCCCN3C(=O)C(=O)C1(O2)O)C(C)CC4CCC(C(C4)OC)OCCO)C)C)O)OC)C)C)C)OC. Drug 2: N.N.Cl[Pt+2]Cl. Cell line: EKVX. Synergy scores: CSS=25.2, Synergy_ZIP=-5.70, Synergy_Bliss=0.474, Synergy_Loewe=2.79, Synergy_HSA=3.72. (2) Cell line: HL-60(TB). Drug 2: COC1=C(C=C2C(=C1)N=CN=C2NC3=CC(=C(C=C3)F)Cl)OCCCN4CCOCC4. Synergy scores: CSS=4.89, Synergy_ZIP=4.30, Synergy_Bliss=17.5, Synergy_Loewe=4.20, Synergy_HSA=4.19. Drug 1: CC1C(C(CC(O1)OC2CC(CC3=C2C(=C4C(=C3O)C(=O)C5=C(C4=O)C(=CC=C5)OC)O)(C(=O)CO)O)N)O.Cl. (3) Drug 1: CCC1=CC2CC(C3=C(CN(C2)C1)C4=CC=CC=C4N3)(C5=C(C=C6C(=C5)C78CCN9C7C(C=CC9)(C(C(C8N6C)(C(=O)OC)O)OC(=O)C)CC)OC)C(=O)OC.C(C(C(=O)O)O)(C(=O)O)O. Drug 2: C1C(C(OC1N2C=NC3=C2NC=NCC3O)CO)O. Cell line: HCC-2998. Synergy scores: CSS=59.7, Synergy_ZIP=-0.395, Synergy_Bliss=2.59, Synergy_Loewe=-46.8, Synergy_HSA=2.60.